The task is: Predict the reaction yield, written as a fraction of the theoretical maximum amount of product (1.0 means a 100% yield; for example, 0.34 means a 34% yield).. This data is from Reaction yield outcomes from USPTO patents with 853,638 reactions. (1) The catalyst is C1COCC1.O. The product is [OH:60][C@:52]([C@@H:35]1[C@:34]2([CH3:61])[C@H:38]([C@H:39]3[C@H:31]([CH2:32][CH2:33]2)[C@:30]2([CH3:62])[C@H:42]([CH2:43][C@@H:27]([OH:26])[CH2:28][CH2:29]2)[C@@H:41]([OH:44])[CH2:40]3)[CH2:37][CH2:36]1)([CH2:54][CH2:55][CH2:56][CH2:57][CH2:58][CH3:59])[CH3:53]. The reactants are CCCC[N+](CCCC)(CCCC)CCCC.[F-].[Si]([O:26][C@@H:27]1[CH2:43][C@H:42]2[C@@:30]([CH3:62])([C@@H:31]3[C@@H:39]([CH2:40][C@@H:41]2[O:44][Si](C(C)(C)C)(C)C)[C@H:38]2[C@@:34]([CH3:61])([C@@H:35]([C@@:52]([OH:60])([CH2:54][CH2:55][CH2:56][CH2:57][CH2:58][CH3:59])[CH3:53])[CH2:36][CH2:37]2)[CH2:33][CH2:32]3)[CH2:29][CH2:28]1)(C(C)(C)C)(C)C. The yield is 0.700. (2) The reactants are [NH2:1][C:2]1[NH:3][C:4](=O)[C:5]2[C:10]3[CH2:11][CH2:12][CH2:13][CH2:14][C:9]=3[S:8][C:6]=2[N:7]=1.O=P(Cl)(Cl)[Cl:18].C(Cl)(Cl)Cl.CCCCCC. The catalyst is C(OC(=O)C)(=O)C. The product is [Cl:18][C:4]1[C:5]2[C:10]3[CH2:11][CH2:12][CH2:13][CH2:14][C:9]=3[S:8][C:6]=2[N:7]=[C:2]([NH2:1])[N:3]=1. The yield is 0.440. (3) The reactants are [N+:1]([C:4]1[CH:9]=[CH:8][C:7]([CH2:10][C:11]([OH:13])=O)=[CH:6][CH:5]=1)([O-:3])=[O:2].O.OC1C2N=NNC=2C=CC=1.Cl.[CH2:26]([O:28][C:29](=[O:49])[CH:30]([NH:42][C:43]([O:45][CH2:46][CH:47]=[CH2:48])=[O:44])[CH2:31][C:32]1[O:36][N:35]=[C:34]([CH:37]2[CH2:41][CH2:40][CH2:39][NH:38]2)[CH:33]=1)[CH3:27].C(N(CC)CC)C. The catalyst is CN(C)C=O.O. The product is [CH2:26]([O:28][C:29](=[O:49])[CH:30]([NH:42][C:43]([O:45][CH2:46][CH:47]=[CH2:48])=[O:44])[CH2:31][C:32]1[O:36][N:35]=[C:34]([CH:37]2[CH2:41][CH2:40][CH2:39][N:38]2[C:11](=[O:13])[CH2:10][C:7]2[CH:6]=[CH:5][C:4]([N+:1]([O-:3])=[O:2])=[CH:9][CH:8]=2)[CH:33]=1)[CH3:27]. The yield is 0.150. (4) The reactants are [CH3:1][O:2][C:3]([CH:5](P(OC)(OC)=O)[NH:6][C:7]([O:9][CH2:10][C:11]1[CH:16]=[CH:15][CH:14]=[CH:13][CH:12]=1)=[O:8])=[O:4].[C:23]([CH2:27][CH:28]=O)([CH3:26])([CH3:25])[CH3:24].C1CCN2C(=NCCC2)CC1. The catalyst is C1COCC1.C(Cl)Cl. The product is [CH3:1][O:2][C:3](=[O:4])[C:5]([NH:6][C:7]([O:9][CH2:10][C:11]1[CH:12]=[CH:13][CH:14]=[CH:15][CH:16]=1)=[O:8])=[CH:28][CH2:27][C:23]([CH3:26])([CH3:25])[CH3:24]. The yield is 0.940. (5) The reactants are [Br:1]N1C(=O)CCC1=O.[CH3:9][C:10]1[C:15]2[C:16](=[O:19])[CH2:17][O:18][C:14]=2[C:13]([CH3:20])=[C:12]([CH3:21])[CH:11]=1. The catalyst is C(Cl)Cl. The product is [Br:1][C:11]1[C:12]([CH3:21])=[C:13]([CH3:20])[C:14]2[O:18][CH2:17][C:16](=[O:19])[C:15]=2[C:10]=1[CH3:9]. The yield is 0.800. (6) The reactants are [Cl:1][C:2]1[N:3]=[C:4]2[C:9](=[CH:10][CH:11]=1)[N:8]=[CH:7][C:6]([C:12](=[O:14])[CH3:13])=[C:5]2[NH:15][C:16]1[CH:21]=[CH:20][C:19]([CH2:22][CH2:23][N:24]([CH3:26])[CH3:25])=[CH:18][CH:17]=1.[Cl:27][C:28]1[CH:33]=[C:32](B2OC(C)(C)C(C)(C)O2)[CH:31]=[C:30]([Cl:43])[C:29]=1[OH:44].C1(N)C(F)=C(F)C(F)=C(N)C=1F.Cl.Cl. No catalyst specified. The product is [ClH:1].[ClH:27].[Cl:27][C:28]1[CH:33]=[C:32]([C:2]2[N:3]=[C:4]3[C:9](=[CH:10][CH:11]=2)[N:8]=[CH:7][C:6]([C:12](=[O:14])[CH3:13])=[C:5]3[NH:15][C:16]2[CH:17]=[CH:18][C:19]([CH2:22][CH2:23][N:24]([CH3:26])[CH3:25])=[CH:20][CH:21]=2)[CH:31]=[C:30]([Cl:43])[C:29]=1[OH:44]. The yield is 0.280. (7) The reactants are [Cl:1][C:2]1[CH:3]=[C:4]([C:19]([O:21]C)=[O:20])[C:5]2[C:6]([CH3:18])=[C:7]([CH2:14][N:15]([CH3:17])[CH3:16])[N:8]([CH:11]([CH3:13])[CH3:12])[C:9]=2[CH:10]=1.Cl. No catalyst specified. The product is [ClH:1].[Cl:1][C:2]1[CH:3]=[C:4]([C:19]([OH:21])=[O:20])[C:5]2[C:6]([CH3:18])=[C:7]([CH2:14][N:15]([CH3:16])[CH3:17])[N:8]([CH:11]([CH3:13])[CH3:12])[C:9]=2[CH:10]=1. The yield is 0.890.